Dataset: Catalyst prediction with 721,799 reactions and 888 catalyst types from USPTO. Task: Predict which catalyst facilitates the given reaction. (1) Reactant: [NH2:1][C@@H:2]([CH2:8][CH2:9][CH3:10])[C:3]([O:5][CH2:6][CH3:7])=[O:4].C(N(CC)CC)C.Br[C@H:19]([CH3:41])[C:20]([N:22]1[C:30]2[CH2:29][CH2:28][CH2:27][CH2:26][C:25]=2[CH2:24][C@H:23]1[C:31]([O:33][CH2:34][C:35]1[CH:40]=[CH:39][CH:38]=[CH:37][CH:36]=1)=[O:32])=[O:21]. Product: [CH2:6]([O:5][C:3]([C@@H:2]([NH:1][C@@H:19]([CH3:41])[C:20]([N:22]1[C:30]2[CH2:29][CH2:28][CH2:27][CH2:26][C:25]=2[CH2:24][C@H:23]1[C:31]([O:33][CH2:34][C:35]1[CH:36]=[CH:37][CH:38]=[CH:39][CH:40]=1)=[O:32])=[O:21])[CH2:8][CH2:9][CH3:10])=[O:4])[CH3:7]. The catalyst class is: 10. (2) Reactant: [CH3:1][C:2]1[S:3][CH:4]=[C:5]([C:7]([O:9][CH2:10][CH3:11])=[O:8])[N:6]=1.C1C(=O)N([Br:19])C(=O)C1.C([O-])(O)=O.[Na+]. Product: [Br:19][C:4]1[S:3][C:2]([CH3:1])=[N:6][C:5]=1[C:7]([O:9][CH2:10][CH3:11])=[O:8]. The catalyst class is: 23. (3) Reactant: [CH2:1]([N:5]1[CH2:22][CH:21]([CH2:23][F:24])[O:20][C:7]2([CH2:12][CH2:11][N:10](C(OC(C)(C)C)=O)[CH2:9][CH2:8]2)[CH2:6]1)[C:2]#[C:3][CH3:4].[ClH:25].O1CCOCC1. Product: [ClH:25].[CH2:1]([N:5]1[CH2:22][CH:21]([CH2:23][F:24])[O:20][C:7]2([CH2:12][CH2:11][NH:10][CH2:9][CH2:8]2)[CH2:6]1)[C:2]#[C:3][CH3:4]. The catalyst class is: 503.